This data is from NCI-60 drug combinations with 297,098 pairs across 59 cell lines. The task is: Regression. Given two drug SMILES strings and cell line genomic features, predict the synergy score measuring deviation from expected non-interaction effect. (1) Drug 1: C1=CN(C(=O)N=C1N)C2C(C(C(O2)CO)O)O.Cl. Drug 2: CCCCCOC(=O)NC1=NC(=O)N(C=C1F)C2C(C(C(O2)C)O)O. Cell line: HOP-92. Synergy scores: CSS=26.9, Synergy_ZIP=-10.2, Synergy_Bliss=-4.46, Synergy_Loewe=-34.7, Synergy_HSA=-3.18. (2) Drug 1: CN1CCC(CC1)COC2=C(C=C3C(=C2)N=CN=C3NC4=C(C=C(C=C4)Br)F)OC. Drug 2: CC1C(C(=O)NC(C(=O)N2CCCC2C(=O)N(CC(=O)N(C(C(=O)O1)C(C)C)C)C)C(C)C)NC(=O)C3=C4C(=C(C=C3)C)OC5=C(C(=O)C(=C(C5=N4)C(=O)NC6C(OC(=O)C(N(C(=O)CN(C(=O)C7CCCN7C(=O)C(NC6=O)C(C)C)C)C)C(C)C)C)N)C. Cell line: SF-268. Synergy scores: CSS=20.8, Synergy_ZIP=7.07, Synergy_Bliss=12.4, Synergy_Loewe=8.58, Synergy_HSA=9.14. (3) Drug 1: C1CN(P(=O)(OC1)NCCCl)CCCl. Drug 2: CC1C(C(CC(O1)OC2CC(CC3=C2C(=C4C(=C3O)C(=O)C5=C(C4=O)C(=CC=C5)OC)O)(C(=O)CO)O)N)O.Cl. Cell line: IGROV1. Synergy scores: CSS=40.0, Synergy_ZIP=0.185, Synergy_Bliss=0.219, Synergy_Loewe=-2.06, Synergy_HSA=2.12. (4) Drug 1: CNC(=O)C1=CC=CC=C1SC2=CC3=C(C=C2)C(=NN3)C=CC4=CC=CC=N4. Drug 2: CC(C)(C#N)C1=CC(=CC(=C1)CN2C=NC=N2)C(C)(C)C#N. Cell line: EKVX. Synergy scores: CSS=2.66, Synergy_ZIP=-1.57, Synergy_Bliss=-2.08, Synergy_Loewe=-1.53, Synergy_HSA=-2.06. (5) Cell line: COLO 205. Drug 1: CNC(=O)C1=CC=CC=C1SC2=CC3=C(C=C2)C(=NN3)C=CC4=CC=CC=N4. Synergy scores: CSS=55.3, Synergy_ZIP=9.36, Synergy_Bliss=10.9, Synergy_Loewe=-2.29, Synergy_HSA=8.26. Drug 2: CCC1(CC2CC(C3=C(CCN(C2)C1)C4=CC=CC=C4N3)(C5=C(C=C6C(=C5)C78CCN9C7C(C=CC9)(C(C(C8N6C)(C(=O)OC)O)OC(=O)C)CC)OC)C(=O)OC)O.OS(=O)(=O)O. (6) Drug 1: C1=CC=C(C(=C1)C(C2=CC=C(C=C2)Cl)C(Cl)Cl)Cl. Drug 2: CC1=C(C(=O)C2=C(C1=O)N3CC4C(C3(C2COC(=O)N)OC)N4)N. Cell line: HCC-2998. Synergy scores: CSS=26.8, Synergy_ZIP=-2.21, Synergy_Bliss=-5.39, Synergy_Loewe=-16.4, Synergy_HSA=-0.0835.